This data is from Forward reaction prediction with 1.9M reactions from USPTO patents (1976-2016). The task is: Predict the product of the given reaction. (1) The product is: [F:24][C:21]1[CH:20]=[CH:19][C:18]([N:14]2[C:15](=[O:17])[CH2:16][CH:12]([CH2:11][O:10][C:7]3[CH:8]=[CH:9][C:4]([C:3]([OH:25])=[O:2])=[CH:5][CH:6]=3)[CH2:13]2)=[CH:23][CH:22]=1. Given the reactants C[O:2][C:3](=[O:25])[C:4]1[CH:9]=[CH:8][C:7]([O:10][CH2:11][CH:12]2[CH2:16][C:15](=[O:17])[N:14]([C:18]3[CH:23]=[CH:22][C:21]([F:24])=[CH:20][CH:19]=3)[CH2:13]2)=[CH:6][CH:5]=1.CO.O.O[Li].O, predict the reaction product. (2) Given the reactants [B:1]([O:10]C(C)C)([O:6]C(C)C)[O:2][CH:3]([CH3:5])[CH3:4].[OH:14][C:15]([C:18]([OH:21])([CH3:20])[CH3:19])([CH3:17])[CH3:16], predict the reaction product. The product is: [B:1]([OH:10])([OH:6])[OH:2].[CH:3]([CH2:16][C:15]([C:18]([OH:21])([CH3:20])[CH3:19])([CH3:17])[OH:14])([CH3:5])[CH3:4]. (3) Given the reactants [CH3:1][N:2]([C:7]1[N:12]=[C:11]([C:13]2[CH:18]=[CH:17][C:16]([F:19])=[CH:15][CH:14]=2)[C:10](/[CH:20]=[CH:21]/[C@@H:22]([OH:30])[CH2:23][C@@H:24]([OH:29])[CH2:25][C:26]([OH:28])=[O:27])=[C:9]([CH:31]([CH3:33])[CH3:32])[N:8]=1)[S:3]([CH3:6])(=[O:5])=[O:4].[CH3:34]O[N-]C.[CH2:38](O)[CH3:39].[OH-].[Na+], predict the reaction product. The product is: [CH:9]([NH:8][CH:38]([CH3:39])[CH3:34])([CH3:31])[CH3:10].[CH3:1][N:2]([C:7]1[N:12]=[C:11]([C:13]2[CH:14]=[CH:15][C:16]([F:19])=[CH:17][CH:18]=2)[C:10](/[CH:20]=[CH:21]/[C@@H:22]([OH:30])[CH2:23][C@@H:24]([OH:29])[CH2:25][C:26]([OH:28])=[O:27])=[C:9]([CH:31]([CH3:33])[CH3:32])[N:8]=1)[S:3]([CH3:6])(=[O:5])=[O:4]. (4) Given the reactants [H-].[H-].[H-].[H-].[Li+].[Al+3].[C:7]([O:11][C:12]([NH:14][CH2:15][C:16]1[CH:17]=[C:18]([C:29](OC)=[O:30])[C:19]([C:22]2[CH:27]=[CH:26][C:25]([Cl:28])=[CH:24][CH:23]=2)=[CH:20][CH:21]=1)=[O:13])([CH3:10])([CH3:9])[CH3:8].[C@H](O)(C([O-])=O)[C@@H](O)C([O-])=O.[Na+].[K+], predict the reaction product. The product is: [C:7]([O:11][C:12]([NH:14][CH2:15][C:16]1[CH:21]=[CH:20][C:19]([C:22]2[CH:23]=[CH:24][C:25]([Cl:28])=[CH:26][CH:27]=2)=[C:18]([CH2:29][OH:30])[CH:17]=1)=[O:13])([CH3:10])([CH3:8])[CH3:9]. (5) Given the reactants [CH3:1][O:2][CH2:3][CH2:4][CH2:5][S:6]([C:9]1[CH:14]=[CH:13][C:12]([C:15]2[CH:20]=[CH:19][C:18]([CH2:21][CH2:22][N:23]3[CH2:27][CH2:26][CH2:25][C@H:24]3[CH3:28])=[CH:17][CH:16]=2)=[CH:11][CH:10]=1)(=[O:8])=[O:7].C(#N)C.[C:32]([OH:44])(=[O:43])[CH2:33][C:34]([CH2:39][C:40]([OH:42])=[O:41])([C:36]([OH:38])=[O:37])[OH:35], predict the reaction product. The product is: [C:32]([OH:44])(=[O:43])[CH2:33][C:34]([CH2:39][C:40]([OH:42])=[O:41])([C:36]([OH:38])=[O:37])[OH:35].[C:32]([OH:44])(=[O:43])[CH2:33][C:34]([CH2:39][C:40]([OH:42])=[O:41])([C:36]([OH:38])=[O:37])[OH:35].[CH3:1][O:2][CH2:3][CH2:4][CH2:5][S:6]([C:9]1[CH:14]=[CH:13][C:12]([C:15]2[CH:20]=[CH:19][C:18]([CH2:21][CH2:22][N:23]3[CH2:27][CH2:26][CH2:25][C@H:24]3[CH3:28])=[CH:17][CH:16]=2)=[CH:11][CH:10]=1)(=[O:8])=[O:7]. (6) Given the reactants Br.[CH3:2][N:3]([CH3:25])[CH2:4][CH2:5][CH2:6][C:7]1([C:18]2[CH:23]=[CH:22][C:21]([F:24])=[CH:20][CH:19]=2)[C:11]2[CH:12]=[CH:13][C:14]([C:16]#[N:17])=[CH:15][C:10]=2[CH2:9][O:8]1.[CH2:26]([NH2:28])[CH3:27], predict the reaction product. The product is: [CH2:26]([NH:28][C:16]([C:14]1[CH:13]=[CH:12][C:11]2[C:7]([CH2:6][CH2:5][CH2:4][N:3]([CH3:25])[CH3:2])([C:18]3[CH:19]=[CH:20][C:21]([F:24])=[CH:22][CH:23]=3)[O:8][CH2:9][C:10]=2[CH:15]=1)=[NH:17])[CH3:27]. (7) Given the reactants [C:1]([C:5]1[CH:10]=[CH:9][C:8]([NH:11][C:12]2[C:20]3[C:15](=[CH:16][CH:17]=[CH:18][CH:19]=3)[NH:14][C:13]=2[C:21]([O:23][CH2:24][CH3:25])=[O:22])=[CH:7][CH:6]=1)([CH3:4])([CH3:3])[CH3:2].C[Si]([N-][Si](C)(C)C)(C)C.[Na+].Cl[CH2:37][C:38]1[CH:43]=[C:42]([O:44][CH2:45][CH2:46][O:47][CH3:48])[CH:41]=[C:40]([O:49][CH2:50][CH2:51][O:52][CH3:53])[CH:39]=1, predict the reaction product. The product is: [CH3:53][O:52][CH2:51][CH2:50][O:49][C:40]1[CH:39]=[C:38]([CH:43]=[C:42]([O:44][CH2:45][CH2:46][O:47][CH3:48])[CH:41]=1)[CH2:37][N:14]1[C:15]2[C:20](=[CH:19][CH:18]=[CH:17][CH:16]=2)[C:12]([NH:11][C:8]2[CH:7]=[CH:6][C:5]([C:1]([CH3:4])([CH3:2])[CH3:3])=[CH:10][CH:9]=2)=[C:13]1[C:21]([O:23][CH2:24][CH3:25])=[O:22]. (8) Given the reactants [C:1]([O:5][C:6]([N:8]1[CH2:13][CH2:12][C:11]([CH3:17])([C:14]([OH:16])=[O:15])[CH2:10][CH2:9]1)=[O:7])([CH3:4])([CH3:3])[CH3:2].[CH3:18][Si](C=[N+]=[N-])(C)C, predict the reaction product. The product is: [CH3:17][C:11]1([C:14]([O:16][CH3:18])=[O:15])[CH2:12][CH2:13][N:8]([C:6]([O:5][C:1]([CH3:4])([CH3:2])[CH3:3])=[O:7])[CH2:9][CH2:10]1.